Dataset: Forward reaction prediction with 1.9M reactions from USPTO patents (1976-2016). Task: Predict the product of the given reaction. (1) Given the reactants [CH2:1]([N:8]1[CH2:12][CH2:11][CH:10]([C:13]2[CH2:18][CH2:17][CH2:16][CH2:15][CH:14]=2)[C:9]1=[O:19])[C:2]1[CH:7]=[CH:6][CH:5]=[CH:4][CH:3]=1, predict the reaction product. The product is: [CH2:1]([N:8]1[CH2:12][CH2:11][CH:10]([CH:13]2[CH2:18][CH2:17][CH2:16][CH2:15][CH2:14]2)[C:9]1=[O:19])[C:2]1[CH:7]=[CH:6][CH:5]=[CH:4][CH:3]=1. (2) The product is: [I:15][C:3]1[C:4]2[CH2:12][C:11]3[C:6](=[CH:7][CH:8]=[C:9]([CH:13]=[O:14])[CH:10]=3)[C:5]=2[NH:1][N:2]=1. Given the reactants [NH:1]1[C:5]2[C:6]3[C:11]([CH2:12][C:4]=2[CH:3]=[N:2]1)=[CH:10][C:9]([CH:13]=[O:14])=[CH:8][CH:7]=3.[I:15]N1C(=O)CCC1=O, predict the reaction product. (3) Given the reactants [Cl:1][C:2]1[CH:3]=[C:4]([F:28])[CH:5]=[C:6]([C:8]2[CH:13]=[CH:12][C:11]([F:14])=[C:10]([C@:15]3([CH3:27])[C:21]([F:23])([F:22])[C:20]([CH3:25])([CH3:24])[O:19][CH2:18][C:17](=O)[NH:16]3)[CH:9]=2)[CH:7]=1.COC1C=CC(P2(SP(C3C=CC(OC)=CC=3)(=S)S2)=[S:38])=CC=1, predict the reaction product. The product is: [Cl:1][C:2]1[CH:3]=[C:4]([F:28])[CH:5]=[C:6]([C:8]2[CH:13]=[CH:12][C:11]([F:14])=[C:10]([C@:15]3([CH3:27])[C:21]([F:23])([F:22])[C:20]([CH3:25])([CH3:24])[O:19][CH2:18][C:17](=[S:38])[NH:16]3)[CH:9]=2)[CH:7]=1. (4) Given the reactants [CH3:1][C:2]([CH3:4])=[CH2:3].[C:5]([O:9][C:10]([NH:12][N:13]1[CH2:18][C:17](/[C:19](/Cl)=[N:20]/[OH:21])=[N:16][N:15]([C:23]([O:25][C:26]([CH3:29])([CH3:28])[CH3:27])=[O:24])[C:14]1=[O:30])=[O:11])([CH3:8])([CH3:7])[CH3:6].C(N(CC)CC)C, predict the reaction product. The product is: [C:5]([O:9][C:10]([NH:12][N:13]1[CH2:18][C:17]([C:19]2[CH2:1][C:2]([CH3:4])([CH3:3])[O:21][N:20]=2)=[N:16][N:15]([C:23]([O:25][C:26]([CH3:29])([CH3:28])[CH3:27])=[O:24])[C:14]1=[O:30])=[O:11])([CH3:8])([CH3:7])[CH3:6]. (5) Given the reactants C(=O)(O)[O-].[Na+].[CH:6]([O:9][C:10]1[CH:18]=[CH:17][C:13]([C:14]([NH2:16])=[O:15])=[CH:12][C:11]=1[N+:19]([O-])=O)([CH3:8])[CH3:7].[C:22](Cl)(Cl)=[S:23], predict the reaction product. The product is: [CH:6]([O:9][C:10]1[CH:18]=[CH:17][C:13]([C:14]([NH2:16])=[O:15])=[CH:12][C:11]=1[N:19]=[C:22]=[S:23])([CH3:8])[CH3:7]. (6) Given the reactants [Br:1][C:2]1[CH:3]=[C:4]([OH:9])[CH:5]=[C:6]([Br:8])[CH:7]=1.Br[CH2:11][CH2:12][CH2:13][CH2:14][N:15]1[C:19](=[O:20])[C:18]2=[CH:21][CH:22]=[CH:23][CH:24]=[C:17]2[C:16]1=[O:25].C([O-])([O-])=O.[K+].[K+].C1OCCOCCOCCOCCOCCOC1, predict the reaction product. The product is: [C:16]1(=[O:25])[N:15]([CH2:14][CH2:13][CH2:12][CH2:11][O:9][C:4]2[CH:3]=[C:2]([Br:1])[CH:7]=[C:6]([Br:8])[CH:5]=2)[C:19](=[O:20])[C:18]2=[CH:21][CH:22]=[CH:23][CH:24]=[C:17]12.